This data is from Forward reaction prediction with 1.9M reactions from USPTO patents (1976-2016). The task is: Predict the product of the given reaction. (1) Given the reactants [NH:1]1[CH2:5][CH2:4][CH2:3][CH:2]1[C:6]([NH2:8])=[O:7].[C:9]([C:11]1[C:19]2[C:14](=[CH:15][CH:16]=[C:17]([CH2:20][CH2:21][NH:22][C:23](=[O:37])[C:24]3[CH:29]=[CH:28][C:27]([C:30]4[CH:35]=[CH:34][N:33]=[C:32](Cl)[N:31]=4)=[CH:26][CH:25]=3)[CH:18]=2)[NH:13][CH:12]=1)#[N:10], predict the reaction product. The product is: [C:9]([C:11]1[C:19]2[C:14](=[CH:15][CH:16]=[C:17]([CH2:20][CH2:21][NH:22][C:23]([C:24]3[CH:29]=[CH:28][C:27]([C:30]4[CH:35]=[CH:34][N:33]=[C:32]([N:1]5[CH2:5][CH2:4][CH2:3][CH:2]5[C:6]([NH2:8])=[O:7])[N:31]=4)=[CH:26][CH:25]=3)=[O:37])[CH:18]=2)[NH:13][CH:12]=1)#[N:10]. (2) Given the reactants [NH2:1][CH:2]1[N:8]=[C:7]([C:9]2[CH:14]=[CH:13][CH:12]=[CH:11][CH:10]=2)[C:6]2[CH:15]=[CH:16][CH:17]=[CH:18][C:5]=2[N:4]([CH3:19])[C:3]1=[O:20].[CH3:21][CH:22]([C:26]([NH:28][CH2:29][C:30]1[CH:35]=[CH:34][C:33]([F:36])=[CH:32][CH:31]=1)=[O:27])[C:23](O)=[O:24], predict the reaction product. The product is: [F:36][C:33]1[CH:34]=[CH:35][C:30]([CH2:29][NH:28][C:26](=[O:27])[CH:22]([CH3:21])[C:23]([NH:1][CH:2]2[C:3](=[O:20])[N:4]([CH3:19])[C:5]3[CH:18]=[CH:17][CH:16]=[CH:15][C:6]=3[C:7]([C:9]3[CH:14]=[CH:13][CH:12]=[CH:11][CH:10]=3)=[N:8]2)=[O:24])=[CH:31][CH:32]=1. (3) Given the reactants [Li].[O:2]1[CH2:7][CH2:6][CH2:5][CH2:4][CH:3]1[O:8][C:9]1[CH:16]=[CH:15][C:12]([CH:13]=O)=[CH:11][CH:10]=1.[CH2:17]([OH:19])[CH3:18], predict the reaction product. The product is: [OH:19][CH2:17][CH2:18][CH2:6][CH2:5][CH2:4][CH2:3][O:8][C:9]1[CH:10]=[CH:11][C:12](/[CH:13]=[CH:13]/[C:12]2[CH:15]=[CH:16][C:9]([O:8][CH:3]3[CH2:4][CH2:5][CH2:6][CH2:7][O:2]3)=[CH:10][CH:11]=2)=[CH:15][CH:16]=1. (4) The product is: [CH2:14]([C:2]1[N:3]=[N+:4]([O-:13])[C:5]2[CH:11]=[CH:10][C:9]([F:12])=[CH:8][C:6]=2[N:7]=1)[CH3:15]. Given the reactants Cl[C:2]1[N:3]=[N+:4]([O-:13])[C:5]2[CH:11]=[CH:10][C:9]([F:12])=[CH:8][C:6]=2[N:7]=1.[CH2:14]([Sn](CC)(CC)CC)[CH3:15], predict the reaction product. (5) Given the reactants [NH2:1][N:2]1[C:6]([C:7]([O:9]CC)=O)=[C:5]([CH3:12])[N:4]=[CH:3]1.[N:13]1[CH:18]=[CH:17][CH:16]=[CH:15][CH:14]=1.[OH-].[NH4+].[C:21]([O:24][CH2:25][CH3:26])(=O)[CH3:22], predict the reaction product. The product is: [CH2:25]([O:24][C:21]1[CH:22]=[CH:14][CH:15]=[CH:16][C:17]=1[C:18]1[NH:13][C:7](=[O:9])[C:6]2=[C:5]([CH3:12])[N:4]=[CH:3][N:2]2[N:1]=1)[CH3:26]. (6) Given the reactants [Cl:1][C:2]1[N:7]=[C:6]([NH:8][C@H:9]2[CH2:14][CH2:13][C@H:12]([NH:15][C:16](=[O:22])[O:17][C:18]([CH3:21])([CH3:20])[CH3:19])[CH2:11][CH2:10]2)[CH:5]=[C:4]([C:23]2[C:31]3[C:26](=[N:27][CH:28]=[C:29]([O:32][CH2:33][C:34]#[CH:35])[CH:30]=3)[N:25](S(C3C=CC=CC=3)(=O)=O)[CH:24]=2)[CH:3]=1.[OH-].[Na+], predict the reaction product. The product is: [Cl:1][C:2]1[N:7]=[C:6]([NH:8][C@H:9]2[CH2:14][CH2:13][C@H:12]([NH:15][C:16](=[O:22])[O:17][C:18]([CH3:20])([CH3:21])[CH3:19])[CH2:11][CH2:10]2)[CH:5]=[C:4]([C:23]2[C:31]3[C:26](=[N:27][CH:28]=[C:29]([O:32][CH2:33][C:34]#[CH:35])[CH:30]=3)[NH:25][CH:24]=2)[CH:3]=1.